Dataset: Reaction yield outcomes from USPTO patents with 853,638 reactions. Task: Predict the reaction yield, written as a fraction of the theoretical maximum amount of product (1.0 means a 100% yield; for example, 0.34 means a 34% yield). (1) The reactants are [CH3:1][C:2]([Si:5](Cl)([CH3:7])[CH3:6])([CH3:4])[CH3:3].[CH3:9][O:10][C:11](=[O:29])[CH:12]([NH:21][C:22]([O:24][C:25]([CH3:28])([CH3:27])[CH3:26])=[O:23])[CH2:13][CH:14]1[CH2:19][CH2:18][CH:17]([OH:20])[CH2:16][CH2:15]1.N1C=CN=C1. The catalyst is ClCCl. The product is [CH3:9][O:10][C:11]([C@@H:12]([NH:21][C:22](=[O:23])[O:24][C:25]([CH3:27])([CH3:26])[CH3:28])[CH2:13][CH:14]1[CH2:19][CH2:18][CH:17]([O:20][Si:5]([C:2]([CH3:4])([CH3:3])[CH3:1])([CH3:7])[CH3:6])[CH2:16][CH2:15]1)=[O:29]. The yield is 0.910. (2) The reactants are O(Cl)[Cl:2].[P+5].[CH:5]1([C:10]2[NH:15][C:14](=O)[CH:13]=[C:12]([CH2:17][CH3:18])[N:11]=2)[CH2:9][CH2:8][CH2:7][CH2:6]1. The yield is 0.570. The product is [Cl:2][C:14]1[CH:13]=[C:12]([CH2:17][CH3:18])[N:11]=[C:10]([CH:5]2[CH2:9][CH2:8][CH2:7][CH2:6]2)[N:15]=1. The catalyst is [OH-].[Na+]. (3) The reactants are CC(OC([N:8]1[CH2:13][CH2:12][N:11]([C:14](=[O:33])[C:15]2[CH:20]=[CH:19][C:18](/[CH:21]=[CH:22]/[C:23]3[C:31]4[C:26](=[CH:27][CH:28]=[CH:29][CH:30]=4)[NH:25][N:24]=3)=[CH:17][C:16]=2[CH3:32])[CH2:10][CH2:9]1)=O)(C)C.[ClH:34].CO. No catalyst specified. The product is [ClH:34].[ClH:34].[NH:25]1[C:26]2[C:31](=[CH:30][CH:29]=[CH:28][CH:27]=2)[C:23](/[CH:22]=[CH:21]/[C:18]2[CH:19]=[CH:20][C:15]([C:14]([N:11]3[CH2:12][CH2:13][NH:8][CH2:9][CH2:10]3)=[O:33])=[C:16]([CH3:32])[CH:17]=2)=[N:24]1. The yield is 0.770.